From a dataset of Forward reaction prediction with 1.9M reactions from USPTO patents (1976-2016). Predict the product of the given reaction. (1) Given the reactants [OH-].[Na+].[Cl:3][C:4]1[CH:9]=[CH:8][CH:7]=[C:6]([Cl:10])[C:5]=1[C:11]1[C:15]([CH2:16][O:17][C:18]2[CH:23]=[CH:22][C:21]([C:24]3[CH:25]=[C:26]4[C:31](=[CH:32][C:33]=3[F:34])[N:30]=[C:29]([C:35]([O:37]CC)=[O:36])[CH:28]=[CH:27]4)=[CH:20][CH:19]=2)=[C:14]([CH:40]([CH3:42])[CH3:41])[O:13][N:12]=1.Cl.O, predict the reaction product. The product is: [Cl:10][C:6]1[CH:7]=[CH:8][CH:9]=[C:4]([Cl:3])[C:5]=1[C:11]1[C:15]([CH2:16][O:17][C:18]2[CH:19]=[CH:20][C:21]([C:24]3[CH:25]=[C:26]4[C:31](=[CH:32][C:33]=3[F:34])[N:30]=[C:29]([C:35]([OH:37])=[O:36])[CH:28]=[CH:27]4)=[CH:22][CH:23]=2)=[C:14]([CH:40]([CH3:42])[CH3:41])[O:13][N:12]=1. (2) The product is: [S:32]([CH2:31][CH2:30][CH2:29][O:28][C:23]1[CH:24]=[CH:25][CH:26]=[C:27]2[C:22]=1[CH:21]=[CH:20][N:19]2[C:17]1[CH:16]=[CH:15][N:14]=[C:13]([NH:12][CH:9]2[CH2:10][CH2:11][CH:6]([C:4]([OH:5])=[O:3])[CH2:7][CH2:8]2)[N:18]=1)(=[O:35])(=[O:34])[NH2:33]. Given the reactants C([O:3][C:4]([CH:6]1[CH2:11][CH2:10][CH:9]([NH:12][C:13]2[N:18]=[C:17]([N:19]3[C:27]4[C:22](=[C:23]([O:28][CH2:29][CH2:30][CH2:31][S:32](=[O:35])(=[O:34])[NH2:33])[CH:24]=[CH:25][CH:26]=4)[CH:21]=[CH:20]3)[CH:16]=[CH:15][N:14]=2)[CH2:8][CH2:7]1)=[O:5])C.O[Li].O.O.CCO, predict the reaction product. (3) Given the reactants [O:1]1[C:5]2[CH:6]=[CH:7][C:8]([CH:10]([CH3:15])[C:11]([NH:13][NH2:14])=[O:12])=[CH:9][C:4]=2[O:3][CH2:2]1.[Cl:16][C:17]1[CH:25]=[CH:24][C:23]([Cl:26])=[C:22]2[C:18]=1[C:19](=O)[C:20](=[O:27])[NH:21]2, predict the reaction product. The product is: [Cl:16][C:17]1[CH:25]=[CH:24][C:23]([Cl:26])=[C:22]2[C:18]=1/[C:19](=[N:14]/[NH:13][C:11](=[O:12])[CH:10]([C:8]1[CH:7]=[CH:6][C:5]3[O:1][CH2:2][O:3][C:4]=3[CH:9]=1)[CH3:15])/[C:20](=[O:27])[NH:21]2. (4) Given the reactants Cl[CH2:2][C:3]([N:5]1[CH2:10][CH2:9][N:8]([C:11]2[CH:16]=[CH:15][C:14]([Cl:17])=[C:13]([O:18][CH3:19])[CH:12]=2)[CH2:7][CH2:6]1)=[O:4].[NH:20]1[CH2:25][CH2:24][O:23][CH2:22][CH2:21]1, predict the reaction product. The product is: [Cl:17][C:14]1[CH:15]=[CH:16][C:11]([N:8]2[CH2:9][CH2:10][N:5]([C:3](=[O:4])[CH2:2][N:20]3[CH2:25][CH2:24][O:23][CH2:22][CH2:21]3)[CH2:6][CH2:7]2)=[CH:12][C:13]=1[O:18][CH3:19]. (5) Given the reactants [NH2:1][CH2:2][CH2:3][CH2:4][CH2:5][N:6]1[C:18]2[C:17]3[CH:16]=[CH:15][CH:14]=[CH:13][C:12]=3[N:11]=[C:10]([NH2:19])[C:9]=2[N:8]=[C:7]1[CH2:20][CH2:21][O:22][CH3:23].[C:24]([C:28]1[CH:33]=[CH:32][C:31]([S:34]([N:37]2[CH2:44][CH2:43][CH2:42][C@H:38]2[C:39](O)=[O:40])(=[O:36])=[O:35])=[CH:30][CH:29]=1)([CH3:27])([CH3:26])[CH3:25], predict the reaction product. The product is: [NH2:19][C:10]1[C:9]2[N:8]=[C:7]([CH2:20][CH2:21][O:22][CH3:23])[N:6]([CH2:5][CH2:4][CH2:3][CH2:2][NH:1][C:39](=[O:40])[C@@H:38]3[CH2:42][CH2:43][CH2:44][N:37]3[S:34]([C:31]3[CH:32]=[CH:33][C:28]([C:24]([CH3:26])([CH3:25])[CH3:27])=[CH:29][CH:30]=3)(=[O:36])=[O:35])[C:18]=2[C:17]2[CH:16]=[CH:15][CH:14]=[CH:13][C:12]=2[N:11]=1. (6) The product is: [OH:1][CH2:2][C@H:3]([NH:5][C:6]1[C:7]2[S:24][C:23](=[O:25])[NH:22][C:8]=2[N:9]=[C:10]([S:12][CH2:15][C:16]2[S:26][CH:19]=[CH:18][CH:17]=2)[N:11]=1)[CH3:4]. Given the reactants [OH:1][CH2:2][C@H:3]([NH:5][C:6]1[C:7]2[S:24][C:23](=[O:25])[NH:22][C:8]=2[N:9]=[C:10]([S:12]([CH2:15][C:16]2C=C[CH:19]=[CH:18][CH:17]=2)(=O)=O)[N:11]=1)[CH3:4].[S:26]1C=CC=C1CS, predict the reaction product.